Dataset: Forward reaction prediction with 1.9M reactions from USPTO patents (1976-2016). Task: Predict the product of the given reaction. (1) Given the reactants [CH3:1][O:2][C:3]1[CH:4]=[CH:5][C:6]2[O:10][C:9](=[O:11])[N:8]([CH2:12][C:13]([O:15]CC)=[O:14])[C:7]=2[CH:18]=1.[Li+].[OH-].CC#N.O.FC(F)(F)C(O)=O, predict the reaction product. The product is: [CH3:1][O:2][C:3]1[CH:4]=[CH:5][C:6]2[O:10][C:9](=[O:11])[N:8]([CH2:12][C:13]([OH:15])=[O:14])[C:7]=2[CH:18]=1. (2) Given the reactants [NH2:1][C:2]1[CH:7]=[CH:6][C:5]([C:8]2[CH:13]=[CH:12][C:11]([C:14]([CH:16]3[CH2:20][CH2:19][CH2:18][CH:17]3C(OC)=O)=[O:15])=[CH:10][CH:9]=2)=[CH:4][CH:3]=1.Cl[C:26]1[NH:30][C:29]2[CH:31]=[C:32]([F:36])[C:33]([F:35])=[CH:34][C:28]=2[N:27]=1.Cl.[OH-:38].[Na+].[CH2:40]([OH:44])CCC, predict the reaction product. The product is: [F:36][C:32]1[C:33]([F:35])=[CH:34][C:28]2[NH:27][C:26]([NH:1][C:2]3[CH:7]=[CH:6][C:5]([C:8]4[CH:9]=[CH:10][C:11]([C:14]([C:16]5([C:40]([OH:44])=[O:38])[CH2:17][CH2:18][CH2:19][CH2:20]5)=[O:15])=[CH:12][CH:13]=4)=[CH:4][CH:3]=3)=[N:30][C:29]=2[CH:31]=1. (3) The product is: [C:2]([C:3]1[CH:11]=[CH:12][CH:13]=[CH:14][CH:9]=1)(=[O:4])[C:1]1[CH:21]=[CH:22][CH:17]=[CH:18][CH:19]=1. Given the reactants [CH3:1][C:2](C)([O-:4])[CH3:3].[Na+].CS[C:9]1[CH:14]=[CH:13][CH:12]=[C:11](SC)C=1.[C:17]1(C)[CH:22]=[CH:21]C=[CH:19][CH:18]=1, predict the reaction product. (4) Given the reactants [CH3:1][C:2]1[CH:8]=[CH:7][CH:6]=[CH:5][C:3]=1[NH2:4].C1(C)C=CC=CC=1.[Br:16][C:17]1[CH:18]=[CH:19][CH:20]=[C:21]2[C:26]=1[C:25](=O)[CH2:24][CH2:23][CH2:22]2.[BH3-]C#N.[Na+], predict the reaction product. The product is: [Br:16][C:17]1[CH:18]=[CH:19][CH:20]=[C:21]2[C:26]=1[CH:25]([NH:4][C:3]1[CH:5]=[CH:6][CH:7]=[CH:8][C:2]=1[CH3:1])[CH2:24][CH2:23][CH2:22]2. (5) Given the reactants C(O[C:4]([C:6]1[S:10][C:9]2[CH:11]=[C:12]([CH2:15][NH:16][CH2:17][C:18]3[CH:23]=[CH:22][C:21]([O:24][CH3:25])=[CH:20][CH:19]=3)[CH:13]=[CH:14][C:8]=2[CH:7]=1)=[O:5])C.[C:26]1(=O)[CH2:31][CH2:30][CH2:29][CH2:28][CH2:27]1.C(O[BH-](OC(=O)C)OC(=O)C)(=O)C.[Na+].C(O)(=O)C.C([O-])(O)=O.[Na+].Cl.[NH2:57][OH:58].C[O-].[Na+], predict the reaction product. The product is: [OH:58][NH:57][C:4]([C:6]1[S:10][C:9]2[CH:11]=[C:12]([CH2:15][N:16]([CH:26]3[CH2:31][CH2:30][CH2:29][CH2:28][CH2:27]3)[CH2:17][C:18]3[CH:23]=[CH:22][C:21]([O:24][CH3:25])=[CH:20][CH:19]=3)[CH:13]=[CH:14][C:8]=2[CH:7]=1)=[O:5]. (6) Given the reactants C(OC([N:8]1[CH2:14][CH2:13][CH2:12][N:11]([C:15]2[CH:20]=[CH:19][C:18]([Cl:21])=[CH:17][CH:16]=2)[CH2:10][CH2:9]1)=O)(C)(C)C.Cl.O1CCOCC1, predict the reaction product. The product is: [Cl:21][C:18]1[CH:17]=[CH:16][C:15]([N:11]2[CH2:12][CH2:13][CH2:14][NH:8][CH2:9][CH2:10]2)=[CH:20][CH:19]=1. (7) Given the reactants [Cl:1][C:2]1[CH:7]=[CH:6][C:5](I)=[CH:4][CH:3]=1.N12CCCN=C1CCCCC2.[CH2:20]([OH:23])[C:21]#[CH:22].Cl, predict the reaction product. The product is: [Cl:1][C:2]1[CH:7]=[CH:6][C:5]([C:22]#[C:21][CH2:20][OH:23])=[CH:4][CH:3]=1. (8) Given the reactants C(=O)([O-])[O-].[K+].[K+].[OH:7][C:8]1[CH:15]=[CH:14][C:11]([C:12]#[N:13])=[CH:10][CH:9]=1.[CH2:16](Br)[C:17]1[CH:22]=[CH:21][CH:20]=[CH:19][CH:18]=1.O, predict the reaction product. The product is: [CH2:16]([O:7][C:8]1[CH:15]=[CH:14][C:11]([C:12]#[N:13])=[CH:10][CH:9]=1)[C:17]1[CH:22]=[CH:21][CH:20]=[CH:19][CH:18]=1.